From a dataset of Forward reaction prediction with 1.9M reactions from USPTO patents (1976-2016). Predict the product of the given reaction. (1) Given the reactants Br[C:2]1[CH:3]=[C:4]2[C:9](=[CH:10][CH:11]=1)[N:8]1[C:12]([CH:15]3[CH2:20][CH2:19][CH2:18][CH2:17][CH2:16]3)=[N:13][CH:14]=[C:7]1[C:6](=[O:21])[NH:5]2.[NH:22]1[CH:26]=[CH:25][CH:24]=[N:23]1.C(=O)([O-])[O-].[K+].[K+].CN(C)C=O, predict the reaction product. The product is: [CH:15]1([C:12]2[N:8]3[C:9]4[C:4]([NH:5][C:6](=[O:21])[C:7]3=[CH:14][N:13]=2)=[CH:3][C:2]([N:22]2[CH:26]=[CH:25][CH:24]=[N:23]2)=[CH:11][CH:10]=4)[CH2:20][CH2:19][CH2:18][CH2:17][CH2:16]1. (2) Given the reactants [Br:1][C:2]1[N:6]2[C:7](Br)=[CH:8][N:9]=[CH:10][C:5]2=[N:4][CH:3]=1.[N:12]1([CH2:18][CH2:19][NH2:20])[CH2:17][CH2:16][O:15][CH2:14][CH2:13]1.C(N(C(C)C)CC)(C)C, predict the reaction product. The product is: [Br:1][C:2]1[N:6]2[CH:7]=[CH:8][N:9]=[C:10]([NH:20][CH2:19][CH2:18][N:12]3[CH2:17][CH2:16][O:15][CH2:14][CH2:13]3)[C:5]2=[N:4][CH:3]=1. (3) Given the reactants [C:1]([O:5][C:6]([N:8]1[CH2:13][CH2:12][O:11][C@H:10]([C:14]2[CH:19]=[CH:18][C:17]([NH2:20])=[C:16]([F:21])[CH:15]=2)[CH2:9]1)=[O:7])([CH3:4])([CH3:3])[CH3:2].ClC(Cl)(O[C:26](=[O:32])OC(Cl)(Cl)Cl)Cl.C(=O)([O-])[O-].[Na+].[Na+].[NH2:40][C:41]1[CH:42]=[C:43]([CH:46]=[CH:47][CH:48]=1)[C:44]#[N:45], predict the reaction product. The product is: [C:1]([O:5][C:6]([N:8]1[CH2:13][CH2:12][O:11][C@H:10]([C:14]2[CH:19]=[CH:18][C:17]([NH:20][C:26]([NH:40][C:41]3[CH:48]=[CH:47][CH:46]=[C:43]([C:44]#[N:45])[CH:42]=3)=[O:32])=[C:16]([F:21])[CH:15]=2)[CH2:9]1)=[O:7])([CH3:4])([CH3:2])[CH3:3]. (4) The product is: [Cl:1][C:2]1[CH:7]=[CH:6][CH:5]=[CH:4][C:3]=1[C:8]1[C:9]2[CH:21]=[CH:20][C:19](=[O:22])[N:18]([C:23]3[CH:28]=[CH:27][CH:26]=[CH:25][C:24]=3[Cl:29])[C:10]=2[N:11]=[C:12]([NH:30][CH:31]([CH2:34][OH:35])[CH2:32][OH:33])[N:13]=1. Given the reactants [Cl:1][C:2]1[CH:7]=[CH:6][CH:5]=[CH:4][C:3]=1[C:8]1[C:9]2[CH:21]=[CH:20][C:19](=[O:22])[N:18]([C:23]3[CH:28]=[CH:27][CH:26]=[CH:25][C:24]=3[Cl:29])[C:10]=2[N:11]=[C:12](S(C)(=O)=O)[N:13]=1.[NH2:30][CH:31]([CH2:34][OH:35])[CH2:32][OH:33], predict the reaction product. (5) Given the reactants [CH2:1]([S:3][C:4]1[N:9]([CH3:10])[C:8](=[O:11])[N:7]([CH3:12])[C:6](=[O:13])[C:5]=1[CH:14]=O)[CH3:2].Cl.[CH3:17][O:18][NH2:19], predict the reaction product. The product is: [CH3:17][O:18][N:19]=[CH:14][C:5]1[C:6](=[O:13])[N:7]([CH3:12])[C:8](=[O:11])[N:9]([CH3:10])[C:4]=1[S:3][CH2:1][CH3:2]. (6) The product is: [NH2:25][C:11]1[C:12]([N:17]2[CH2:21][CH2:20][C@@H:19]([N:22]([CH3:24])[CH3:23])[CH2:18]2)=[CH:13][C:14]([O:15][CH3:16])=[C:9]([NH:8][C:5]2[N:4]=[C:3]([C:26]3[CH:27]=[N:28][N:29]4[CH:34]=[CH:33][CH:32]=[CH:31][C:30]=34)[C:2]([C:70]#[N:72])=[CH:7][N:6]=2)[CH:10]=1. Given the reactants Cl[C:2]1[C:3]([C:26]2[CH:27]=[N:28][N:29]3[CH:34]=[CH:33][CH:32]=[CH:31][C:30]=23)=[N:4][C:5]([NH:8][C:9]2[C:14]([O:15][CH3:16])=[CH:13][C:12]([N:17]3[CH2:21][CH2:20][C@@H:19]([N:22]([CH3:24])[CH3:23])[CH2:18]3)=[C:11]([NH2:25])[CH:10]=2)=[N:6][CH:7]=1.C1(P(C2CCCCC2)C2C=CC=CC=2C2C(C(C)C)=CC(C(C)C)=CC=2C(C)C)CCCCC1.C[C:70]([N:72](C)C)=O, predict the reaction product.